From a dataset of Catalyst prediction with 721,799 reactions and 888 catalyst types from USPTO. Predict which catalyst facilitates the given reaction. Reactant: [Cl:1][C:2]1[N:6]2[CH:7]=[C:8]([C:15]3[CH:16]=[N:17][NH:18][CH:19]=3)[CH:9]=[C:10]([C:11]([F:14])([F:13])[F:12])[C:5]2=[N:4][C:3]=1[C:20]([OH:22])=O.OC(C(F)(F)F)=O.[O:30]1[CH:34]=[CH:33][CH:32]=[C:31]1[C:35]1[CH2:36][NH:37][CH2:38][CH:39]=1.CN(C(ON1N=NC2C=CC=NC1=2)=[N+](C)C)C.F[P-](F)(F)(F)(F)F.C(N(CC)C(C)C)(C)C. Product: [Cl:1][C:2]1[N:6]2[CH:7]=[C:8]([C:15]3[CH:16]=[N:17][NH:18][CH:19]=3)[CH:9]=[C:10]([C:11]([F:13])([F:12])[F:14])[C:5]2=[N:4][C:3]=1[C:20]([N:37]1[CH2:38][CH:39]=[C:35]([C:31]2[O:30][CH:34]=[CH:33][CH:32]=2)[CH2:36]1)=[O:22]. The catalyst class is: 31.